From a dataset of Forward reaction prediction with 1.9M reactions from USPTO patents (1976-2016). Predict the product of the given reaction. (1) Given the reactants [CH3:1][N:2]([CH3:23])[C:3](=[O:22])[CH2:4][N:5]([CH3:21])[C:6]([C:8]1[S:9][C:10]2[N:11]=[CH:12][N:13]=[C:14](S(C)(=O)=O)[C:15]=2[N:16]=1)=[O:7].[CH3:24][O:25][C:26]1[N:31]=[C:30]2[NH:32][N:33]=[CH:34][C:29]2=[CH:28][C:27]=1[NH2:35], predict the reaction product. The product is: [CH3:1][N:2]([CH3:23])[C:3](=[O:22])[CH2:4][N:5]([CH3:21])[C:6]([C:8]1[S:9][C:10]2[N:11]=[CH:12][N:13]=[C:14]([NH:35][C:27]3[CH:28]=[C:29]4[CH:34]=[N:33][NH:32][C:30]4=[N:31][C:26]=3[O:25][CH3:24])[C:15]=2[N:16]=1)=[O:7]. (2) Given the reactants [CH2:1]([O:8][C:9]([N:11]1[CH2:15][C@@H:14]([F:16])[CH2:13][C@H:12]1[C:17]#[N:18])=[O:10])[C:2]1[CH:7]=[CH:6][CH:5]=[CH:4][CH:3]=1.C(N(CC)CC)C.Cl.[NH2:27][OH:28], predict the reaction product. The product is: [CH2:1]([O:8][C:9]([N:11]1[CH2:15][C@@H:14]([F:16])[CH2:13][C@H:12]1[C:17]([NH2:18])=[N:27][OH:28])=[O:10])[C:2]1[CH:7]=[CH:6][CH:5]=[CH:4][CH:3]=1. (3) Given the reactants Cl.[Cl:2][C:3]1[CH:8]=[CH:7][C:6]([C:9]([C:12]2[N:16]([C:17]3[CH:22]=[CH:21][C:20]([F:23])=[CH:19][CH:18]=3)[C:15]([S:24][CH2:25][C:26]3[C:35]([F:36])=[CH:34][C:29]([O:30][CH2:31][CH2:32][NH2:33])=[CH:28][C:27]=3[F:37])=[N:14][CH:13]=2)([CH3:11])[CH3:10])=[CH:5][C:4]=1[O:38][CH3:39].[N-:40]([C:43]#[N:44])[C:41]#[N:42], predict the reaction product. The product is: [Cl:2][C:3]1[CH:8]=[CH:7][C:6]([C:9]([C:12]2[N:16]([C:17]3[CH:22]=[CH:21][C:20]([F:23])=[CH:19][CH:18]=3)[C:15]([S:24][CH2:25][C:26]3[C:27]([F:37])=[CH:28][C:29]([O:30][CH2:31][CH2:32][NH:33]/[C:43](/[NH2:44])=[N:40]/[C:41]#[N:42])=[CH:34][C:35]=3[F:36])=[N:14][CH:13]=2)([CH3:11])[CH3:10])=[CH:5][C:4]=1[O:38][CH3:39]. (4) Given the reactants [CH3:1][N:2]1[C:6]([C:7]([OH:9])=O)=[CH:5][CH:4]=[N:3]1.O1CCCC1.C(Cl)(=O)C(Cl)=O.[NH2:21][C:22]1[CH:23]=[C:24]([CH:41]=[CH:42][CH:43]=1)[O:25][C:26]1[CH:27]=[CH:28][C:29]2[N:30]([N:32]=[C:33]([NH:35][C:36]([CH:38]3[CH2:40][CH2:39]3)=[O:37])[N:34]=2)[CH:31]=1, predict the reaction product. The product is: [CH:38]1([C:36]([NH:35][C:33]2[N:34]=[C:29]3[CH:28]=[CH:27][C:26]([O:25][C:24]4[CH:23]=[C:22]([NH:21][C:7]([C:6]5[N:2]([CH3:1])[N:3]=[CH:4][CH:5]=5)=[O:9])[CH:43]=[CH:42][CH:41]=4)=[CH:31][N:30]3[N:32]=2)=[O:37])[CH2:39][CH2:40]1. (5) The product is: [Cl:1][C:2]1[N:3]=[C:4]([O:10][CH3:11])[C:5]([C:17]([OH:19])=[O:18])=[C:6]([O:8][CH3:9])[N:7]=1. Given the reactants [Cl:1][C:2]1[N:7]=[C:6]([O:8][CH3:9])[CH:5]=[C:4]([O:10][CH3:11])[N:3]=1.C([Li])CCC.[C:17](=[O:19])=[O:18].O, predict the reaction product. (6) Given the reactants CC([O-])=O.[K+].[B:15]1([B:15]2[O:19][C:18]([CH3:21])([CH3:20])[C:17]([CH3:23])([CH3:22])[O:16]2)[O:19][C:18]([CH3:21])([CH3:20])[C:17]([CH3:23])([CH3:22])[O:16]1.Br[C:25]1[CH:31]=[CH:30][C:29]([Cl:32])=[CH:28][C:26]=1[NH2:27].N#N, predict the reaction product. The product is: [Cl:32][C:29]1[CH:30]=[CH:31][C:25]([B:15]2[O:16][C:17]([CH3:22])([CH3:23])[C:18]([CH3:20])([CH3:21])[O:19]2)=[C:26]([CH:28]=1)[NH2:27]. (7) The product is: [CH:1]1[C:10]2[C:5](=[CH:6][CH:7]=[CH:8][CH:9]=2)[CH:4]=[CH:3][C:2]=1[CH2:11][CH:12]1[C:21]2[C:16](=[CH:17][C:18]([O:24][CH3:25])=[C:19]([O:22][CH3:23])[CH:20]=2)[CH2:15][CH2:14][N:13]1[CH2:27][C:28]([NH:38][CH2:37][C:32]1[CH:33]=[CH:34][CH:35]=[CH:36][N:31]=1)=[O:29]. Given the reactants [CH:1]1[C:10]2[C:5](=[CH:6][CH:7]=[CH:8][CH:9]=2)[CH:4]=[CH:3][C:2]=1[CH2:11][CH:12]1[C:21]2[C:16](=[CH:17][C:18]([O:24][CH3:25])=[C:19]([O:22][CH3:23])[CH:20]=2)[CH2:15][CH2:14][NH:13]1.Br[CH2:27][C:28](Br)=[O:29].[N:31]1[CH:36]=[CH:35][CH:34]=[CH:33][C:32]=1[CH2:37][NH2:38], predict the reaction product.